From a dataset of Peptide-MHC class I binding affinity with 185,985 pairs from IEDB/IMGT. Regression. Given a peptide amino acid sequence and an MHC pseudo amino acid sequence, predict their binding affinity value. This is MHC class I binding data. The peptide sequence is KLAGRWPITHL. The MHC is Mamu-A02 with pseudo-sequence Mamu-A02. The binding affinity (normalized) is 0.404.